Predict the reactants needed to synthesize the given product. From a dataset of Full USPTO retrosynthesis dataset with 1.9M reactions from patents (1976-2016). Given the product [CH:1]1([NH:6][C:7]2[N:12]=[C:11]([C:13]3[C:14]([C:27]4[CH:28]=[CH:29][C:30]([F:33])=[CH:31][CH:32]=4)=[N:15][N:16]4[CH:21]=[C:20]([CH2:22][OH:23])[CH:19]=[CH:18][C:17]=34)[CH:10]=[CH:9][N:8]=2)[CH2:2][CH2:3][CH2:4][CH2:5]1, predict the reactants needed to synthesize it. The reactants are: [CH:1]1([NH:6][C:7]2[N:12]=[C:11]([C:13]3[C:14]([C:27]4[CH:32]=[CH:31][C:30]([F:33])=[CH:29][CH:28]=4)=[N:15][N:16]4[CH:21]=[C:20]([C:22](OCC)=[O:23])[CH:19]=[CH:18][C:17]=34)[CH:10]=[CH:9][N:8]=2)[CH2:5][CH2:4][CH2:3][CH2:2]1.[H-].C([Al+]CC(C)C)C(C)C.[C@H](O)(C([O-])=O)[C@@H](O)C([O-])=O.[Na+].[K+].